Dataset: Forward reaction prediction with 1.9M reactions from USPTO patents (1976-2016). Task: Predict the product of the given reaction. (1) The product is: [CH3:1][O:2][C:3]([C:5]1([C:8]2[CH:9]=[CH:10][C:11]([C:14]3[CH:19]=[CH:18][C:17]([C:20]4[N:21]=[CH:22][N:23]([CH3:27])[C:24]=4[C:25]([OH:29])=[O:26])=[CH:16][CH:15]=3)=[CH:12][CH:13]=2)[CH2:6][CH2:7]1)=[O:4]. Given the reactants [CH3:1][O:2][C:3]([C:5]1([C:8]2[CH:13]=[CH:12][C:11]([C:14]3[CH:19]=[CH:18][C:17]([C:20]4[N:21]=[CH:22][N:23]([CH3:27])[C:24]=4[CH:25]=[O:26])=[CH:16][CH:15]=3)=[CH:10][CH:9]=2)[CH2:7][CH2:6]1)=[O:4].C([O-])([O-])=[O:29].[K+].[K+].[Mn]([O-])(=O)(=O)=O.[K+], predict the reaction product. (2) Given the reactants [CH3:1][O:2][C:3]1[CH:4]=[CH:5][C:6]([C@H:9]2[CH2:11][C@@H:10]2[CH2:12][O:13][C:14]2[C:19]([C:20]3[CH:27]=[CH:26][C:23]([C:24]#[N:25])=[CH:22][CH:21]=3)=[CH:18][N:17]=[C:16]([CH3:28])[N:15]=2)=[N:7][CH:8]=1.Cl.[OH:30][NH2:31].C(=O)([O-])[O-].[K+].[K+], predict the reaction product. The product is: [OH:30]/[N:31]=[C:24](\[NH2:25])/[C:23]1[CH:22]=[CH:21][C:20]([C:19]2[C:14]([O:13][CH2:12][C@H:10]3[CH2:11][C@@H:9]3[C:6]3[CH:5]=[CH:4][C:3]([O:2][CH3:1])=[CH:8][N:7]=3)=[N:15][C:16]([CH3:28])=[N:17][CH:18]=2)=[CH:27][CH:26]=1. (3) Given the reactants [NH2:1][C:2]1[CH:3]=[C:4]([N:15]2[CH2:20][CH2:19][N:18]([C:21]([O:23][C:24]([CH3:27])([CH3:26])[CH3:25])=[O:22])[CH2:17][CH2:16]2)[CH:5]=[CH:6][C:7]=1[S:8][C:9]1[CH:14]=[CH:13][CH:12]=[CH:11][CH:10]=1.[C:28](Cl)(=[O:30])[CH3:29].C(N(C(C)C)CC)(C)C.O, predict the reaction product. The product is: [C:28]([NH:1][C:2]1[CH:3]=[C:4]([N:15]2[CH2:16][CH2:17][N:18]([C:21]([O:23][C:24]([CH3:27])([CH3:26])[CH3:25])=[O:22])[CH2:19][CH2:20]2)[CH:5]=[CH:6][C:7]=1[S:8][C:9]1[CH:10]=[CH:11][CH:12]=[CH:13][CH:14]=1)(=[O:30])[CH3:29].